This data is from Catalyst prediction with 721,799 reactions and 888 catalyst types from USPTO. The task is: Predict which catalyst facilitates the given reaction. (1) Reactant: [Cl:1][C:2]1[CH:3]=[C:4]([N:33]([C@H:36]2[CH2:41][CH2:40][C@H:39]([N:42]([CH3:44])[CH3:43])[CH2:38][CH2:37]2)[CH2:34][CH3:35])[C:5]([CH3:32])=[C:6]([CH:31]=1)[C:7]([NH:9][CH2:10][C:11]1[C:12]([NH:28][CH2:29][CH3:30])=[N:13][C:14]([CH3:27])=[CH:15][C:16]=1[O:17]CC1C=CC(OC)=CC=1)=[O:8].C(O)(C(F)(F)F)=O.C(=O)(O)[O-].[Na+]. Product: [Cl:1][C:2]1[CH:3]=[C:4]([N:33]([C@H:36]2[CH2:41][CH2:40][C@H:39]([N:42]([CH3:43])[CH3:44])[CH2:38][CH2:37]2)[CH2:34][CH3:35])[C:5]([CH3:32])=[C:6]([CH:31]=1)[C:7]([NH:9][CH2:10][C:11]1[C:16](=[O:17])[CH:15]=[C:14]([CH3:27])[NH:13][C:12]=1[NH:28][CH2:29][CH3:30])=[O:8]. The catalyst class is: 2. (2) Reactant: [Cl:1][C:2]1[CH:3]=[C:4]2[C:8](=[CH:9][CH:10]=1)[NH:7][CH:6]=[C:5]2[CH2:11][CH2:12][NH:13][C:14](=[O:22])[C:15]1[CH:20]=[CH:19][CH:18]=[C:17](I)[CH:16]=1.[F:23][C:24]([F:35])([F:34])[C:25]1[CH:30]=[CH:29][CH:28]=[CH:27][C:26]=1B(O)O.C(=O)([O-])[O-].[Na+].[Na+]. Product: [Cl:1][C:2]1[CH:3]=[C:4]2[C:8](=[CH:9][CH:10]=1)[NH:7][CH:6]=[C:5]2[CH2:11][CH2:12][NH:13][C:14]([C:15]1[C:20]([C:27]2[CH:28]=[CH:29][CH:30]=[C:25]([C:24]([F:35])([F:34])[F:23])[CH:26]=2)=[CH:19][CH:18]=[CH:17][CH:16]=1)=[O:22].[Cl:1][C:2]1[CH:3]=[C:4]2[C:8](=[CH:9][CH:10]=1)[NH:7][CH:6]=[C:5]2[CH2:11][CH2:12][NH:13][C:14]([C:15]1[CH:16]=[C:17]([C:26]2[CH:27]=[CH:28][CH:29]=[CH:30][C:25]=2[C:24]([F:35])([F:34])[F:23])[CH:18]=[CH:19][CH:20]=1)=[O:22]. The catalyst class is: 437. (3) Reactant: [CH2:1]([O:3][C:4]([CH:6]1[CH2:11][CH2:10][CH:9]([OH:12])[CH2:8][CH2:7]1)=[O:5])[CH3:2].N1C=CN=C1.CN(C=O)C.[Si:23](Cl)([C:26]([CH3:29])([CH3:28])[CH3:27])([CH3:25])[CH3:24]. Product: [CH2:1]([O:3][C:4]([CH:6]1[CH2:11][CH2:10][CH:9]([O:12][Si:23]([C:26]([CH3:29])([CH3:28])[CH3:27])([CH3:25])[CH3:24])[CH2:8][CH2:7]1)=[O:5])[CH3:2]. The catalyst class is: 25. (4) The catalyst class is: 7. Reactant: [CH3:1][O:2][C:3]1[CH:8]=[CH:7][N:6]=[CH:5][CH:4]=1.Cl[C:10]([O:12][C:13]1[CH:18]=[CH:17][CH:16]=[CH:15][CH:14]=1)=[O:11].[CH3:19][Mg]Br. Product: [CH3:1][O:2][C:3]1[CH:8]=[CH:7][N:6]([C:10]([O:12][C:13]2[CH:18]=[CH:17][CH:16]=[CH:15][CH:14]=2)=[O:11])[CH:5]([CH3:19])[CH:4]=1. (5) Reactant: [Cl-:1].[Ce+3].[Cl-].[Cl-].[I-].[Na+].Br[CH2:8][C:9]([C:11]1[CH:16]=[CH:15][C:14]([N:17]2[CH2:21][CH2:20][CH2:19][CH2:18]2)=[CH:13][CH:12]=1)=[O:10].[CH2:22]([N:29]1[CH2:34][CH2:33][C:32](=[O:35])[CH2:31][CH2:30]1)[C:23]1[CH:28]=[CH:27][CH:26]=[CH:25][CH:24]=1. Product: [ClH:1].[CH2:22]([N:29]1[CH2:34][CH2:33][C:32]([CH2:8][C:9](=[O:10])[C:11]2[CH:16]=[CH:15][C:14]([N:17]3[CH2:21][CH2:20][CH2:19][CH2:18]3)=[CH:13][CH:12]=2)([OH:35])[CH2:31][CH2:30]1)[C:23]1[CH:24]=[CH:25][CH:26]=[CH:27][CH:28]=1. The catalyst class is: 7.